From a dataset of Full USPTO retrosynthesis dataset with 1.9M reactions from patents (1976-2016). Predict the reactants needed to synthesize the given product. (1) Given the product [C:1]([OH:8])(=[O:7])[CH2:2][CH2:3][C:4]([OH:6])=[O:5].[S:19]([O-:23])([O-:22])(=[O:21])=[O:20].[Na+:9].[Na+:9], predict the reactants needed to synthesize it. The reactants are: [C:1]([O-:8])(=[O:7])[CH2:2][CH2:3][C:4]([O-:6])=[O:5].[Na+:9].[Na+].C(O)(=O)CCC(O)=O.[S:19](=[O:23])(=[O:22])([OH:21])[OH:20].C(O)C.C([O-])(=O)CCC([O-])=O.[Na+].[Na+]. (2) The reactants are: [NH2:1][C:2]1[S:3][C:4]2[C:9]([N:10]=1)=[CH:8][CH:7]=[C:6]([O:11][C:12]1[CH:13]=[C:14]([NH:20][C:21](=[O:33])[C:22]3[CH:27]=[CH:26][CH:25]=[C:24]([C:28]4([C:31]#[N:32])[CH2:30][CH2:29]4)[CH:23]=3)[CH:15]=[CH:16][C:17]=1[O:18][CH3:19])[N:5]=2.[CH:34]1([C:37](Cl)=[O:38])[CH2:36][CH2:35]1. Given the product [C:31]([C:28]1([C:24]2[CH:23]=[C:22]([CH:27]=[CH:26][CH:25]=2)[C:21]([NH:20][C:14]2[CH:15]=[CH:16][C:17]([O:18][CH3:19])=[C:12]([O:11][C:6]3[N:5]=[C:4]4[S:3][C:2]([NH:1][C:37]([CH:34]5[CH2:36][CH2:35]5)=[O:38])=[N:10][C:9]4=[CH:8][CH:7]=3)[CH:13]=2)=[O:33])[CH2:30][CH2:29]1)#[N:32], predict the reactants needed to synthesize it.